From a dataset of Full USPTO retrosynthesis dataset with 1.9M reactions from patents (1976-2016). Predict the reactants needed to synthesize the given product. (1) Given the product [CH3:14][C:15]1[CH:20]=[C:19]([N+:21]([O-:23])=[O:22])[CH:18]=[CH:17][C:16]=1[N:24]=[C:25]1[N:10]([CH:2]2[CH2:9][CH2:8][CH2:7][CH2:6][CH2:5][CH2:4][CH2:3]2)[CH2:11][CH2:12][S:26]1, predict the reactants needed to synthesize it. The reactants are: [Cl-].[CH:2]1([NH2+:10][CH2:11][CH2:12]Cl)[CH2:9][CH2:8][CH2:7][CH2:6][CH2:5][CH2:4][CH2:3]1.[CH3:14][C:15]1[CH:20]=[C:19]([N+:21]([O-:23])=[O:22])[CH:18]=[CH:17][C:16]=1[N:24]=[C:25]=[S:26]. (2) Given the product [C:1]([OH:9])(=[O:8])[CH:2]([CH2:4][C:5]([OH:7])=[O:6])[OH:3].[C:1]([O-:9])(=[O:8])[CH:2]([CH2:4][C:5]([O-:7])=[O:6])[OH:3].[Zn+2:11].[OH:10][Ca:13][OH:12].[C:1]([O-:9])(=[O:8])[CH:2]([CH2:4][C:5]([O-:7])=[O:6])[OH:3], predict the reactants needed to synthesize it. The reactants are: [C:1]([OH:9])(=[O:8])[CH:2]([CH2:4][C:5]([OH:7])=[O:6])[OH:3].[O-2:10].[Zn+2:11].[OH-:12].[Ca+2:13].[OH-]. (3) Given the product [C:31]([C:28]1[CH:27]=[CH:26][C:25]([S:22]([NH:21][C:11]2[CH:12]=[C:13]3[C:8](=[CH:9][CH:10]=2)[NH:7][C:6]([C:4]([OH:5])=[O:3])=[C:14]3[C:15]2[CH:20]=[CH:19][CH:18]=[CH:17][CH:16]=2)(=[O:24])=[O:23])=[CH:30][CH:29]=1)([CH3:34])([CH3:32])[CH3:33], predict the reactants needed to synthesize it. The reactants are: C([O:3][C:4]([C:6]1[NH:7][C:8]2[C:13]([C:14]=1[C:15]1[CH:20]=[CH:19][CH:18]=[CH:17][CH:16]=1)=[CH:12][C:11]([NH:21][S:22]([C:25]1[CH:30]=[CH:29][C:28]([C:31]([CH3:34])([CH3:33])[CH3:32])=[CH:27][CH:26]=1)(=[O:24])=[O:23])=[CH:10][CH:9]=2)=[O:5])C.[OH-].[Na+]. (4) Given the product [C:1]([O:5][C:6]([N:8]1[CH2:13][CH2:12][CH:11]([CH:14]2[O:23][C:17]3=[CH:18][N:19]=[C:20]([C:30]4[CH:29]=[CH:28][N:27]=[C:26]([O:25][CH3:24])[CH:31]=4)[CH:21]=[C:16]3[CH2:15]2)[CH2:10][CH2:9]1)=[O:7])([CH3:4])([CH3:3])[CH3:2], predict the reactants needed to synthesize it. The reactants are: [C:1]([O:5][C:6]([N:8]1[CH2:13][CH2:12][CH:11]([CH:14]2[O:23][C:17]3=[CH:18][N:19]=[C:20](Cl)[CH:21]=[C:16]3[CH2:15]2)[CH2:10][CH2:9]1)=[O:7])([CH3:4])([CH3:3])[CH3:2].[CH3:24][O:25][C:26]1[CH:31]=[C:30](B(O)O)[CH:29]=[CH:28][N:27]=1. (5) The reactants are: Br[C:2]1[C:3](=[O:28])[NH:4][C:5](=[O:27])[N:6]([CH2:8][CH2:9][CH2:10][N:11]2[CH2:16][C@H:15]3[C@:13]([C:17]4[CH:22]=[CH:21][C:20]([C:23]([F:26])([F:25])[F:24])=[CH:19][CH:18]=4)([CH2:14]3)[CH2:12]2)[N:7]=1.[CH3:29][C:30]1[S:31][C:32](B2OC(C)(C)C(C)(C)O2)=[C:33]([CH3:35])[N:34]=1.C(=O)([O-])[O-].[Na+].[Na+].C1(C2C=CC=CC=2)C=CC=CC=1P(C1CCCCC1)C1CCCCC1. Given the product [CH3:29][C:30]1[S:31][C:32]([C:2]2[C:3](=[O:28])[NH:4][C:5](=[O:27])[N:6]([CH2:8][CH2:9][CH2:10][N:11]3[CH2:16][C@H:15]4[C@:13]([C:17]5[CH:18]=[CH:19][C:20]([C:23]([F:26])([F:24])[F:25])=[CH:21][CH:22]=5)([CH2:14]4)[CH2:12]3)[N:7]=2)=[C:33]([CH3:35])[N:34]=1, predict the reactants needed to synthesize it. (6) Given the product [Cl:1][CH2:10][C:9]1[N:18]([CH2:3][CH3:4])[C:17]2[CH:16]=[C:15]([C:19]([F:22])([F:20])[F:21])[N:14]=[CH:13][C:12]=2[N:11]=1, predict the reactants needed to synthesize it. The reactants are: [ClH:1].Cl[CH2:3][C:4](=N)OCC.[CH2:9]([NH:11][C:12]1[CH:13]=[N:14][C:15]([C:19]([F:22])([F:21])[F:20])=[CH:16][C:17]=1[NH2:18])[CH3:10]. (7) Given the product [C:35]([O:15][C:12]1[CH:11]=[CH:10][C:9]2[NH:8][CH:7]=[C:6]3[CH2:5][CH2:4][N:3]([C:17]([O:19][C:20]([CH3:23])([CH3:22])[CH3:21])=[O:16])[CH:2]([CH3:1])[C:13]=1[C:14]=23)(=[O:38])[CH3:36], predict the reactants needed to synthesize it. The reactants are: [CH3:1][CH:2]1[C:13]2=[C:14]3[C:9](=[CH:10][CH:11]=[C:12]2[OH:15])[NH:8][CH:7]=[C:6]3[CH2:5][CH2:4][NH:3]1.[O:16](C(OC(C)(C)C)=O)[C:17]([O:19][C:20]([CH3:23])([CH3:22])[CH3:21])=O.N1[CH:36]=[CH:35]C=CC=1.C[OH:38].